This data is from Reaction yield outcomes from USPTO patents with 853,638 reactions. The task is: Predict the reaction yield, written as a fraction of the theoretical maximum amount of product (1.0 means a 100% yield; for example, 0.34 means a 34% yield). (1) The reactants are CCCCC.C(NC(C1C=C2C=C(C([C:26]3[CH:31]=[CH:30][C:29](S(C)(=O)=O)=[CH:28][CH:27]=3)CC(C)C)NC2=NC=1)=O)(C)C.C([Li])(C)(C)C.[Cl:41][C:42]1[CH:43]=[C:44]([CH:47]=[CH:48][C:49]=1[Cl:50])[CH:45]=[O:46]. The catalyst is C(OCC)C. The product is [CH:28]1([CH2:27][C:45]([C:44]2[CH:47]=[CH:48][C:49]([Cl:50])=[C:42]([Cl:41])[CH:43]=2)=[O:46])[CH2:29][CH2:30][CH2:31][CH2:26]1. The yield is 0.500. (2) The reactants are Br[C:2]1[CH:10]=[CH:9][C:8]2[C:4](=[CH:5][N:6]([C:11]3[CH:16]=[CH:15][C:14]([F:17])=[CH:13][CH:12]=3)[N:7]=2)[CH:3]=1.[I-:18].[Na+].CNCCNC. The yield is 1.00. The catalyst is O1CCOCC1.[Cu]I. The product is [I:18][C:2]1[CH:10]=[CH:9][C:8]2[C:4](=[CH:5][N:6]([C:11]3[CH:16]=[CH:15][C:14]([F:17])=[CH:13][CH:12]=3)[N:7]=2)[CH:3]=1. (3) The reactants are [CH3:1][C:2]1[N:3]=[C:4]([N:12]2[CH2:16][CH2:15][NH:14][C:13]2=[O:17])[S:5][C:6]=1[C:7]([O:9][CH2:10][CH3:11])=[O:8].I[C:19]1[CH:24]=[CH:23][CH:22]=[CH:21][CH:20]=1.C(=O)([O-])[O-].[K+].[K+].CN[C@@H]1CCCC[C@H]1NC. The catalyst is O1CCOCC1.[Cu]I. The product is [CH3:1][C:2]1[N:3]=[C:4]([N:12]2[CH2:16][CH2:15][N:14]([C:19]3[CH:24]=[CH:23][CH:22]=[CH:21][CH:20]=3)[C:13]2=[O:17])[S:5][C:6]=1[C:7]([O:9][CH2:10][CH3:11])=[O:8]. The yield is 0.890.